Dataset: Peptide-MHC class II binding affinity with 134,281 pairs from IEDB. Task: Regression. Given a peptide amino acid sequence and an MHC pseudo amino acid sequence, predict their binding affinity value. This is MHC class II binding data. (1) The peptide sequence is PELVPEDPEDSA. The MHC is HLA-DQA10301-DQB10302 with pseudo-sequence HLA-DQA10301-DQB10302. The binding affinity (normalized) is 0.576. (2) The peptide sequence is EKMYFAATQFEPLAA. The MHC is HLA-DPA10201-DPB11401 with pseudo-sequence HLA-DPA10201-DPB11401. The binding affinity (normalized) is 0.753. (3) The peptide sequence is GKIDFLNNYALFLSP. The MHC is DRB1_1501 with pseudo-sequence DRB1_1501. The binding affinity (normalized) is 1.00.